Dataset: Full USPTO retrosynthesis dataset with 1.9M reactions from patents (1976-2016). Task: Predict the reactants needed to synthesize the given product. (1) Given the product [CH3:20][C:7]1[C:6]2[C:10](=[CH:2][CH:3]=[CH:4][CH:5]=2)[NH:9][C:8]=1[B:11]1[O:15][C:14]([CH3:17])([CH3:16])[C:13]([CH3:19])([CH3:18])[O:12]1, predict the reactants needed to synthesize it. The reactants are: Cl[C:2]1[CH:3]=[CH:4][CH:5]=[C:6]2[C:10]=1[NH:9][C:8]([B:11]1[O:15][C:14]([CH3:17])([CH3:16])[C:13]([CH3:19])([CH3:18])[O:12]1)=[CH:7]2.[CH3:20]C1C2C(=CC=CC=2)NC=1. (2) Given the product [C:15]([O:19][C:20]([N:22]1[CH2:26][C@H:25]([O:27][C:50]2[CH:51]=[CH:52][CH:53]=[CH:54][C:49]=2[O:48][CH3:47])[CH2:24][C@@H:23]1[C@H:28]1[O:32][C:31]([CH3:33])([CH3:34])[N:30]([C:35](=[O:37])[CH3:36])[C@H:29]1[CH2:38][C:39]1[CH:40]=[C:41]([F:46])[CH:42]=[C:43]([F:45])[CH:44]=1)=[O:21])([CH3:16])([CH3:17])[CH3:18], predict the reactants needed to synthesize it. The reactants are: N(C(OC(C)C)=O)=NC(OC(C)C)=O.[C:15]([O:19][C:20]([N:22]1[CH2:26][C@@H:25]([OH:27])[CH2:24][C@@H:23]1[C@H:28]1[O:32][C:31]([CH3:34])([CH3:33])[N:30]([C:35](=[O:37])[CH3:36])[C@H:29]1[CH2:38][C:39]1[CH:44]=[C:43]([F:45])[CH:42]=[C:41]([F:46])[CH:40]=1)=[O:21])([CH3:18])([CH3:17])[CH3:16].[CH3:47][O:48][C:49]1[CH:54]=[CH:53][CH:52]=[CH:51][C:50]=1O.C1(P(C2C=CC=CC=2)C2C=CC=CC=2)C=CC=CC=1. (3) Given the product [C:6]([O:30][CH:31]1[CH2:32][C:33]([CH3:41])([CH3:40])[N:34]([O:39][CH:50]2[CH2:55][CH2:54][CH2:53][CH2:52][CH2:51]2)[C:35]([CH3:38])([CH3:37])[CH2:36]1)(=[O:29])[CH2:7][CH2:8][CH2:9][CH2:10][CH2:11][CH2:12][CH2:13][CH2:14][C:15]([O:17][CH:18]1[CH2:19][C:20]([CH3:27])([CH3:28])[N:21]([O:26][CH:50]2[CH2:55][CH2:54][CH2:53][CH2:52][CH2:51]2)[C:22]([CH3:24])([CH3:25])[CH2:23]1)=[O:16], predict the reactants needed to synthesize it. The reactants are: CS(O)(=O)=O.[C:6]([O:30][CH:31]1[CH2:36][C:35]([CH3:38])([CH3:37])[N:34]([OH:39])[C:33]([CH3:41])([CH3:40])[CH2:32]1)(=[O:29])[CH2:7][CH2:8][CH2:9][CH2:10][CH2:11][CH2:12][CH2:13][CH2:14][C:15]([O:17][CH:18]1[CH2:23][C:22]([CH3:25])([CH3:24])[N:21]([OH:26])[C:20]([CH3:28])([CH3:27])[CH2:19]1)=[O:16].OO.S([O-])([O-])=O.[Na+].[Na+].[CH2:50]1[CH2:55][CH2:54][CH2:53][CH2:52][CH2:51]1. (4) Given the product [N:5]1([C:11]([N:13]2[CH2:18][CH:17]([C:19]3[CH:20]=[CH:21][C:22]([C:25]([F:27])([F:26])[F:28])=[CH:23][CH:24]=3)[CH2:16][CH:15]([C:29]([NH:39][CH2:40][C:41](=[O:42])[C:43]3[CH:48]=[CH:47][CH:46]=[CH:45][CH:44]=3)=[O:30])[CH2:14]2)=[O:12])[CH2:6][CH2:7][O:8][CH2:9][CH2:10]1, predict the reactants needed to synthesize it. The reactants are: S(Cl)(Cl)=O.[N:5]1([C:11]([N:13]2[CH2:18][CH:17]([C:19]3[CH:24]=[CH:23][C:22]([C:25]([F:28])([F:27])[F:26])=[CH:21][CH:20]=3)[CH2:16][CH:15]([C:29](O)=[O:30])[CH2:14]2)=[O:12])[CH2:10][CH2:9][O:8][CH2:7][CH2:6]1.C(N(CC)CC)C.[NH2:39][CH2:40][C:41]([C:43]1[CH:48]=[CH:47][CH:46]=[CH:45][CH:44]=1)=[O:42]. (5) Given the product [Cl:1][C:2]1[CH:7]=[CH:6][CH:5]=[C:4]([Cl:8])[C:3]=1[C:9](=[O:33])[CH2:10][C:11]1[CH:16]=[C:15]([C:17]2[N:21]([CH2:22][CH3:23])[N:20]=[C:19]([C:24]3[CH:25]=[N:26][CH:27]=[CH:28][CH:29]=3)[N:18]=2)[CH:14]=[CH:13][C:12]=1[N+:30]([O-:32])=[O:31], predict the reactants needed to synthesize it. The reactants are: [Cl:1][C:2]1[CH:7]=[CH:6][CH:5]=[C:4]([Cl:8])[C:3]=1[CH:9]([OH:33])[CH2:10][C:11]1[CH:16]=[C:15]([C:17]2[N:21]([CH2:22][CH3:23])[N:20]=[C:19]([C:24]3[CH:25]=[N:26][CH:27]=[CH:28][CH:29]=3)[N:18]=2)[CH:14]=[CH:13][C:12]=1[N+:30]([O-:32])=[O:31].CC(OI1(OC(C)=O)(OC(C)=O)OC(=O)C2C=CC=CC1=2)=O. (6) Given the product [CH2:16]([O:15][C:13](=[O:14])[C:12]([C:10]#[N:11])=[C:1]([C:4]1[CH:9]=[CH:8][CH:7]=[CH:6][CH:5]=1)[CH3:2])[CH3:17], predict the reactants needed to synthesize it. The reactants are: [C:1]([C:4]1[CH:9]=[CH:8][CH:7]=[CH:6][CH:5]=1)(=O)[CH3:2].[C:10]([CH2:12][C:13]([O:15][CH2:16][CH3:17])=[O:14])#[N:11].CC(OCC1C2C(=CC=CC=2)C(COC(C)=O)=C2C=1C=CC=C2)=O.C([O-])(=O)C.[NH4+]. (7) Given the product [NH2:18][CH2:19][CH2:20][CH2:21][N:22]([CH3:49])[C:23]([CH2:25][CH2:26][N:27]1[CH2:28][CH2:29][CH:30]([O:33][C:34](=[O:48])[NH:35][C:36]2[CH:41]=[CH:40][CH:39]=[CH:38][C:37]=2[C:42]2[CH:43]=[CH:44][CH:45]=[CH:46][CH:47]=2)[CH2:31][CH2:32]1)=[O:24], predict the reactants needed to synthesize it. The reactants are: C1C2C(COC([NH:18][CH2:19][CH2:20][CH2:21][N:22]([CH3:49])[C:23]([CH2:25][CH2:26][N:27]3[CH2:32][CH2:31][CH:30]([O:33][C:34](=[O:48])[NH:35][C:36]4[CH:41]=[CH:40][CH:39]=[CH:38][C:37]=4[C:42]4[CH:47]=[CH:46][CH:45]=[CH:44][CH:43]=4)[CH2:29][CH2:28]3)=[O:24])=O)C3C(=CC=CC=3)C=2C=CC=1.N1CCCCC1.